Regression. Given a peptide amino acid sequence and an MHC pseudo amino acid sequence, predict their binding affinity value. This is MHC class I binding data. From a dataset of Peptide-MHC class I binding affinity with 185,985 pairs from IEDB/IMGT. The peptide sequence is SAPMNVDNL. The MHC is H-2-Db with pseudo-sequence H-2-Db. The binding affinity (normalized) is 0.913.